This data is from Full USPTO retrosynthesis dataset with 1.9M reactions from patents (1976-2016). The task is: Predict the reactants needed to synthesize the given product. Given the product [Cl:28][C:29]1[C:34]([Cl:35])=[CH:33][C:32]([NH:36][C:37]2[C:46]3[C:41](=[CH:42][C:43]([O:50][CH2:51][CH2:52][O:53][CH2:54][CH2:55][O:56][CH2:57][CH2:58][O:59][CH2:60][CH2:61][O:62][CH2:63][CH2:64][O:65][CH2:66][CH3:67])=[C:44]([NH2:47])[CH:45]=3)[N:40]=[CH:39][N:38]=2)=[C:31]([F:69])[CH:30]=1, predict the reactants needed to synthesize it. The reactants are: ClC1C(Cl)=CC(NC2C3C(=CC(OCCOCC)=C(N)C=3)N=CN=2)=C(F)C=1.[Cl:28][C:29]1[C:34]([Cl:35])=[CH:33][C:32]([NH:36][C:37]2[C:46]3[C:41](=[CH:42][C:43]([O:50][CH2:51][CH2:52][O:53][CH2:54][CH2:55][O:56][CH2:57][CH2:58][O:59][CH2:60][CH2:61][O:62][CH2:63][CH2:64][O:65][CH2:66][CH2:67]O)=[C:44]([N+:47]([O-])=O)[CH:45]=3)[N:40]=[CH:39][N:38]=2)=[C:31]([F:69])[CH:30]=1.